Dataset: Reaction yield outcomes from USPTO patents with 853,638 reactions. Task: Predict the reaction yield, written as a fraction of the theoretical maximum amount of product (1.0 means a 100% yield; for example, 0.34 means a 34% yield). (1) The reactants are [O:1]=[C:2]([CH3:21])[CH2:3][C:4]([C@H:6]1[CH2:10][CH2:9][CH2:8][N:7]1[C:11]([O:13][CH2:14][C:15]1[CH:20]=[CH:19][CH:18]=[CH:17][CH:16]=1)=[O:12])=[O:5].[H-].[Na+].[Cl:24][C:25]1[CH:32]=[CH:31][C:28]([CH2:29]Br)=[CH:27][CH:26]=1. The catalyst is C1COCC1. The product is [Cl:24][C:25]1[CH:32]=[CH:31][C:28]([CH2:29][CH:3]([C:2](=[O:1])[CH3:21])[C:4]([C@H:6]2[CH2:10][CH2:9][CH2:8][N:7]2[C:11]([O:13][CH2:14][C:15]2[CH:16]=[CH:17][CH:18]=[CH:19][CH:20]=2)=[O:12])=[O:5])=[CH:27][CH:26]=1. The yield is 0.860. (2) The reactants are [CH2:1]([C:3]1[CH:4]=[N:5][C:6]([N:9]2[CH2:14][CH2:13][CH:12]([N:15]3[CH2:20][CH2:19][CH2:18][C@H:17]([N:21](C)[C:22](=O)OCC4C=CC=CC=4)[C:16]3=[O:33])[CH2:11][CH2:10]2)=[N:7][CH:8]=1)[CH3:2]. The catalyst is CO.[Pd]. The product is [CH2:1]([C:3]1[CH:4]=[N:5][C:6]([N:9]2[CH2:10][CH2:11][CH:12]([N:15]3[CH2:20][CH2:19][CH2:18][C@H:17]([NH:21][CH3:22])[C:16]3=[O:33])[CH2:13][CH2:14]2)=[N:7][CH:8]=1)[CH3:2]. The yield is 0.570. (3) The reactants are [H-].[Na+].F[C:4]1[CH:9]=[CH:8][CH:7]=[CH:6][C:5]=1[C:10](=[N:25][OH:26])[CH2:11][N:12]1[C:16]2[CH:17]=[CH:18][CH:19]=[CH:20][C:15]=2[N:14]([C:21]([CH3:23])=[CH2:22])[C:13]1=[O:24].COCCOC. The catalyst is O. The product is [O:26]1[C:4]2[CH:9]=[CH:8][CH:7]=[CH:6][C:5]=2[C:10]([CH2:11][N:12]2[C:16]3[CH:17]=[CH:18][CH:19]=[CH:20][C:15]=3[N:14]([C:21]([CH3:23])=[CH2:22])[C:13]2=[O:24])=[N:25]1. The yield is 0.550. (4) The reactants are [C:1]([C:5]1[CH:10]=[C:9]([C:11]([F:14])([F:13])[F:12])[C:8]([N+:15]([O-])=O)=[CH:7][C:6]=1[O:18]CC1C=CC=CC=1)([CH3:4])([CH3:3])[CH3:2].C([O-])=O.[NH4+]. The catalyst is CCO.[Pd]. The product is [NH2:15][C:8]1[C:9]([C:11]([F:12])([F:13])[F:14])=[CH:10][C:5]([C:1]([CH3:2])([CH3:3])[CH3:4])=[C:6]([OH:18])[CH:7]=1. The yield is 0.520. (5) The reactants are [C:1]([C:3]([CH3:16])([O:5][C:6]1[CH:7]=[C:8]([CH:13]=[CH:14][CH:15]=1)[C:9]([O:11]C)=[O:10])[CH3:4])#[N:2].O1CCCC1.[OH-].[Na+].Cl. The catalyst is CO. The product is [C:1]([C:3]([CH3:16])([O:5][C:6]1[CH:7]=[C:8]([CH:13]=[CH:14][CH:15]=1)[C:9]([OH:11])=[O:10])[CH3:4])#[N:2]. The yield is 0.510. (6) The reactants are [F:1][C:2]1[CH:3]=[C:4]([C:8]2[CH:9]=[C:10]([CH2:16][NH:17][C:18]3[C:19]([CH3:26])=[C:20]([OH:25])[CH:21]=[CH:22][C:23]=3[CH3:24])[CH:11]=[C:12]([O:14][CH3:15])[CH:13]=2)[CH:5]=[CH:6][CH:7]=1.C([O-])([O-])=O.[Cs+].[Cs+].Br[CH2:34][C:35]([O:37][CH:38]([CH3:40])[CH3:39])=[O:36].O. The catalyst is CC(=O)CC. The product is [F:1][C:2]1[CH:3]=[C:4]([C:8]2[CH:9]=[C:10]([CH2:16][NH:17][C:18]3[C:19]([CH3:26])=[C:20]([CH:21]=[CH:22][C:23]=3[CH3:24])[O:25][CH2:34][C:35]([O:37][CH:38]([CH3:40])[CH3:39])=[O:36])[CH:11]=[C:12]([O:14][CH3:15])[CH:13]=2)[CH:5]=[CH:6][CH:7]=1. The yield is 0.630.